From a dataset of Peptide-MHC class I binding affinity with 185,985 pairs from IEDB/IMGT. Regression. Given a peptide amino acid sequence and an MHC pseudo amino acid sequence, predict their binding affinity value. This is MHC class I binding data. (1) The peptide sequence is KPFNNILDL. The MHC is HLA-A01:01 with pseudo-sequence HLA-A01:01. The binding affinity (normalized) is 0. (2) The binding affinity (normalized) is 0.843. The peptide sequence is GLYCYFTHL. The MHC is HLA-A02:01 with pseudo-sequence HLA-A02:01. (3) The peptide sequence is ILQQQLIPCM. The MHC is HLA-A02:01 with pseudo-sequence HLA-A02:01. The binding affinity (normalized) is 0.149. (4) The peptide sequence is TTQLRRHIDL. The MHC is Patr-B0101 with pseudo-sequence Patr-B0101. The binding affinity (normalized) is 0.0292. (5) The peptide sequence is SWHHTSDDF. The MHC is HLA-B15:01 with pseudo-sequence HLA-B15:01. The binding affinity (normalized) is 0.0847. (6) The peptide sequence is AGGWVLWKV. The MHC is HLA-B18:01 with pseudo-sequence HLA-B18:01. The binding affinity (normalized) is 0.0847.